Predict the reactants needed to synthesize the given product. From a dataset of Full USPTO retrosynthesis dataset with 1.9M reactions from patents (1976-2016). (1) The reactants are: [Cl:1][C:2]1[CH:8]=[C:7]([O:9][C:10]2[C:19]3[C:14](=[CH:15][C:16]([O:22][CH3:23])=[C:17]([O:20][CH3:21])[CH:18]=3)[N:13]=[CH:12][CH:11]=2)[CH:6]=[CH:5][C:3]=1[NH2:4].C(N(CC)CC)C.ClC(Cl)(O[C:35](=[O:41])OC(Cl)(Cl)Cl)Cl.[NH2:43][C:44]1[S:45][C:46]([C:49]([F:52])([F:51])[F:50])=[N:47][N:48]=1. Given the product [Cl:1][C:2]1[CH:8]=[C:7]([O:9][C:10]2[C:19]3[C:14](=[CH:15][C:16]([O:22][CH3:23])=[C:17]([O:20][CH3:21])[CH:18]=3)[N:13]=[CH:12][CH:11]=2)[CH:6]=[CH:5][C:3]=1[NH:4][C:35]([NH:43][C:44]1[S:45][C:46]([C:49]([F:52])([F:51])[F:50])=[N:47][N:48]=1)=[O:41], predict the reactants needed to synthesize it. (2) Given the product [N:14]([C:11]1[CH:12]=[CH:13][C:6]([OH:7])=[CH:8][C:9]=1[OH:10])=[O:15], predict the reactants needed to synthesize it. The reactants are: S(=O)(=O)(O)O.[C:6]1([CH:13]=[CH:12][CH:11]=[C:9]([OH:10])[CH:8]=1)[OH:7].[N:14]([O-])=[O:15].[Na+]. (3) Given the product [CH3:1][O:2][C:3]1[N:8]=[CH:7][C:6]([N:9]([CH2:21][C:22]([OH:24])=[O:23])[S:10]([C:13]2[C:18]([CH3:19])=[CH:17][CH:16]=[CH:15][N:14]=2)(=[O:12])=[O:11])=[CH:5][CH:4]=1, predict the reactants needed to synthesize it. The reactants are: [CH3:1][O:2][C:3]1[N:8]=[CH:7][C:6]([NH:9][S:10]([C:13]2[C:18]([CH3:19])=[CH:17][CH:16]=[CH:15][N:14]=2)(=[O:12])=[O:11])=[CH:5][CH:4]=1.Br[CH2:21][C:22]([O:24]C)=[O:23]. (4) Given the product [ClH:4].[CH3:1][NH:2][CH3:3].[ClH:4].[CH3:1][N:2]([CH2:5][CH:17]1[CH2:7][CH2:8][C:9]2[C:14](=[CH:13][CH:12]=[CH:11][CH:10]=2)[C:15]1=[O:16])[CH3:3], predict the reactants needed to synthesize it. The reactants are: [CH3:1][NH:2][CH3:3].[ClH:4].[CH2:5]=O.[CH2:7]1[CH2:17][C:15](=[O:16])[C:14]2[C:9](=[CH:10][CH:11]=[CH:12][CH:13]=2)[CH2:8]1. (5) Given the product [F:1][C:2]1[C:7]([F:8])=[CH:6][CH:5]=[CH:4][C:3]=1[C:9]1[N:17]=[C:12]2[CH:13]=[N:14][N:15]([CH2:19][C:20]3[O:24][N:23]=[C:22]([C:25]4[CH:30]=[CH:29][C:28]([CH2:31][CH3:32])=[CH:27][CH:26]=4)[CH:21]=3)[CH:16]=[C:11]2[N:10]=1, predict the reactants needed to synthesize it. The reactants are: [F:1][C:2]1[C:7]([F:8])=[CH:6][CH:5]=[CH:4][C:3]=1[C:9]1[N:17]=[C:12]2[CH:13]=[N:14][NH:15][CH:16]=[C:11]2[N:10]=1.Cl[CH2:19][C:20]1[O:24][N:23]=[C:22]([C:25]2[CH:30]=[CH:29][C:28]([CH2:31][CH3:32])=[CH:27][CH:26]=2)[CH:21]=1. (6) Given the product [C:12]([CH:3]1[C:2]([NH:1][C:15](=[O:22])[C:16]2[CH:21]=[CH:20][CH:19]=[CH:18][CH:17]=2)=[CH:11][C:10]2[C:5](=[CH:6][CH:7]=[CH:8][CH:9]=2)[N:4]1[C:15]([C:16]1[CH:21]=[CH:20][CH:19]=[CH:18][CH:17]=1)=[O:22])#[N:13], predict the reactants needed to synthesize it. The reactants are: [NH2:1][C:2]1[CH:3]=[N:4][C:5]2[C:10]([CH:11]=1)=[CH:9][CH:8]=[CH:7][CH:6]=2.[C-:12]#[N:13].[K+].[C:15](Cl)(=[O:22])[C:16]1[CH:21]=[CH:20][CH:19]=[CH:18][CH:17]=1. (7) The reactants are: [Br:1][C:2]1[N:3]=[C:4]2[C:8](=[N:9][CH:10]=1)[NH:7][CH:6]=[CH:5]2.[Cl-].C([Al+]CC)C.[C:17](Cl)(=[O:22])[C:18]([CH3:21])([CH3:20])[CH3:19].C([O-])(O)=O.[Na+]. Given the product [Br:1][C:2]1[N:3]=[C:4]2[C:5]([C:17](=[O:22])[C:18]([CH3:21])([CH3:20])[CH3:19])=[CH:6][NH:7][C:8]2=[N:9][CH:10]=1, predict the reactants needed to synthesize it. (8) Given the product [NH2:22][C:20]1[N:19]=[CH:18][N:17]=[C:16]2[N:15]([CH:23]([CH3:25])[CH3:24])[N:14]=[C:13]([C:5]3[CH:6]=[CH:7][C:2]([OH:1])=[CH:3][C:4]=3[CH3:11])[C:21]=12, predict the reactants needed to synthesize it. The reactants are: [OH:1][C:2]1[CH:7]=[CH:6][C:5](B(O)O)=[C:4]([CH3:11])[CH:3]=1.I[C:13]1[C:21]2[C:16](=[N:17][CH:18]=[N:19][C:20]=2[NH2:22])[N:15]([CH:23]([CH3:25])[CH3:24])[N:14]=1.C([O-])([O-])=O.[Na+].[Na+]. (9) The reactants are: [NH2:1][C:2]1([CH2:8][OH:9])[CH2:7][CH2:6][CH2:5][CH2:4][CH2:3]1.CCN(CC)CC.[CH3:17][O:18][C:19]1[CH:24]=[CH:23][C:22]([CH2:25][C:26](Cl)=[O:27])=[CH:21][CH:20]=1. Given the product [OH:9][CH2:8][C:2]1([NH:1][C:26](=[O:27])[CH2:25][C:22]2[CH:23]=[CH:24][C:19]([O:18][CH3:17])=[CH:20][CH:21]=2)[CH2:7][CH2:6][CH2:5][CH2:4][CH2:3]1, predict the reactants needed to synthesize it. (10) The reactants are: Br[C:2]1[C:3]([CH3:22])=[C:4]([N:8]2[C:17](=[O:18])[C:16]3[C:11](=[CH:12][C:13]([F:19])=[CH:14][CH:15]=3)[N:10]([CH3:20])[C:9]2=[O:21])[CH:5]=[CH:6][CH:7]=1.[CH3:23][C:24]1([CH3:40])[C:28]([CH3:30])([CH3:29])[O:27][B:26]([B:26]2[O:27][C:28]([CH3:30])([CH3:29])[C:24]([CH3:40])([CH3:23])[O:25]2)[O:25]1.C([O-])(=O)C.[K+]. Given the product [F:19][C:13]1[CH:12]=[C:11]2[C:16]([C:17](=[O:18])[N:8]([C:4]3[CH:5]=[CH:6][CH:7]=[C:2]([B:26]4[O:27][C:28]([CH3:30])([CH3:29])[C:24]([CH3:40])([CH3:23])[O:25]4)[C:3]=3[CH3:22])[C:9](=[O:21])[N:10]2[CH3:20])=[CH:15][CH:14]=1, predict the reactants needed to synthesize it.